This data is from Catalyst prediction with 721,799 reactions and 888 catalyst types from USPTO. The task is: Predict which catalyst facilitates the given reaction. Reactant: C1(C2C=CC=CC=2)C=CC=CC=1C(P(C)C)P(C)C.CC(C)([O-])C.[Na+].N#N.Cl[C:29]1[CH:34]=[CH:33][CH:32]=[C:31]([Cl:35])[N:30]=1.[F:36][C:37]1[CH:42]=[CH:41][C:40]([C@@H:43]([NH2:45])[CH3:44])=[CH:39][CH:38]=1. Product: [Cl:35][C:31]1[N:30]=[C:29]([NH:45][C@H:43]([C:40]2[CH:41]=[CH:42][C:37]([F:36])=[CH:38][CH:39]=2)[CH3:44])[CH:34]=[CH:33][CH:32]=1. The catalyst class is: 222.